This data is from Catalyst prediction with 721,799 reactions and 888 catalyst types from USPTO. The task is: Predict which catalyst facilitates the given reaction. (1) Reactant: [CH:1]([C:3]1[CH:8]=[CH:7][C:6]([C:9]2[CH:14]=[CH:13][C:12]([C:15]([O:17][CH3:18])=[O:16])=[CH:11][CH:10]=2)=[C:5]([O:19][CH3:20])[CH:4]=1)=[O:2].[BH4-].[Na+]. Product: [OH:2][CH2:1][C:3]1[CH:8]=[CH:7][C:6]([C:9]2[CH:10]=[CH:11][C:12]([C:15]([O:17][CH3:18])=[O:16])=[CH:13][CH:14]=2)=[C:5]([O:19][CH3:20])[CH:4]=1. The catalyst class is: 125. (2) Reactant: [H-].[Na+].[F:3][C:4]1[CH:11]=[CH:10][C:9]([F:12])=[CH:8][C:5]=1[CH:6]=O.[OH:13]S([O-])(=O)=O.[Na+].[CH2:19]1[CH2:23][O:22][CH2:21][CH2:20]1. Product: [CH2:21]([O:22][C:23](=[O:13])/[CH:19]=[CH:6]/[C:5]1[CH:8]=[C:9]([F:12])[CH:10]=[CH:11][C:4]=1[F:3])[CH3:20]. The catalyst class is: 425. (3) The catalyst class is: 293. Product: [N:11]1[C:10]2[CH2:9][NH:8][CH2:17][CH2:16][C:15]=2[C:14](=[O:18])[NH:13][CH:12]=1. Reactant: C([N:8]1[CH2:17][CH2:16][C:15]2[C:14](=[O:18])[NH:13][CH:12]=[N:11][C:10]=2[CH2:9]1)C1C=CC=CC=1.